From a dataset of Full USPTO retrosynthesis dataset with 1.9M reactions from patents (1976-2016). Predict the reactants needed to synthesize the given product. (1) Given the product [C:18]1([C:21]2[CH:22]=[CH:23][CH:24]=[CH:25][CH:26]=2)[CH:19]=[CH:20][C:15]([N:10]2[CH2:11][CH2:12][N:8]([C:3]3[CH:4]=[N:5][CH:6]=[CH:7][C:2]=3[CH3:1])[C:9]2=[O:13])=[CH:16][CH:17]=1, predict the reactants needed to synthesize it. The reactants are: [CH3:1][C:2]1[CH:7]=[CH:6][N:5]=[CH:4][C:3]=1[N:8]1[CH2:12][CH2:11][NH:10][C:9]1=[O:13].Br[C:15]1[CH:20]=[CH:19][C:18]([C:21]2[CH:26]=[CH:25][CH:24]=[CH:23][CH:22]=2)=[CH:17][CH:16]=1.N[C@@H]1CCCC[C@H]1N.C(=O)([O-])[O-].[K+].[K+]. (2) Given the product [CH3:31][O:30][C:26]1[CH:25]=[C:24]([C:22]2[CH:23]=[C:18]([C:8]3[CH:7]=[C:6]([NH2:5])[N:11]=[C:10]([C:12]4[CH:17]=[CH:16][CH:15]=[CH:14][N:13]=4)[CH:9]=3)[CH:19]=[N:20][CH:21]=2)[CH:29]=[CH:28][CH:27]=1, predict the reactants needed to synthesize it. The reactants are: C([NH:5][C:6]1[N:11]=[C:10]([C:12]2[CH:17]=[CH:16][CH:15]=[CH:14][N:13]=2)[CH:9]=[C:8]([C:18]2[CH:19]=[N:20][CH:21]=[C:22]([C:24]3[CH:29]=[CH:28][CH:27]=[C:26]([O:30][CH3:31])[CH:25]=3)[CH:23]=2)[CH:7]=1)(C)(C)C. (3) Given the product [F:15][C:14]([F:17])([F:16])[C:11]1[CH:12]=[CH:13][C:8]([C:6]2[N:5]=[CH:4][N:3]=[C:2]([O:28][C:26]3[CH:25]=[CH:24][CH:23]=[C:22]4[C:27]=3[CH:18]=[N:19][CH:20]=[CH:21]4)[CH:7]=2)=[CH:9][CH:10]=1, predict the reactants needed to synthesize it. The reactants are: Cl[C:2]1[CH:7]=[C:6]([C:8]2[CH:13]=[CH:12][C:11]([C:14]([F:17])([F:16])[F:15])=[CH:10][CH:9]=2)[N:5]=[CH:4][N:3]=1.[CH:18]1[C:27]2[C:22](=[CH:23][CH:24]=[CH:25][C:26]=2[OH:28])[CH:21]=[CH:20][N:19]=1. (4) Given the product [CH3:2][O:3][C:4]([C:6]1[C:10]([NH:11][C:12](=[O:24])[C:13]2[CH:18]=[CH:17][CH:16]=[C:15]([C:19]3[CH:20]=[N:21][N:22]([CH2:49][CH2:48][O:47][CH2:46][CH2:45][NH:44][C:42]([O:41][C:37]([CH3:38])([CH3:40])[CH3:39])=[O:43])[CH:23]=3)[CH:14]=2)=[CH:9][N:8]([CH:25]2[CH2:30][CH2:29][O:28][CH2:27][CH2:26]2)[N:7]=1)=[O:5], predict the reactants needed to synthesize it. The reactants are: Cl.[CH3:2][O:3][C:4]([C:6]1[C:10]([NH:11][C:12](=[O:24])[C:13]2[CH:18]=[CH:17][CH:16]=[C:15]([C:19]3[CH:20]=[N:21][NH:22][CH:23]=3)[CH:14]=2)=[CH:9][N:8]([CH:25]2[CH2:30][CH2:29][O:28][CH2:27][CH2:26]2)[N:7]=1)=[O:5].C([O-])([O-])=O.[Cs+].[Cs+].[C:37]([O:41][C:42]([NH:44][CH2:45][CH2:46][O:47][CH2:48][CH2:49]OS(C)(=O)=O)=[O:43])([CH3:40])([CH3:39])[CH3:38].O. (5) Given the product [C:56]1([C:59]2[CH:60]=[CH:61][CH:62]=[CH:63][CH:64]=2)[CH:55]=[CH:54][C:53]([CH2:52][C@@H:51]([NH:65][C:7]([C:4]2[CH:5]=[CH:6][N:1]=[N:2][CH:3]=2)=[O:9])[CH2:50][C@@H:49]([CH3:66])[C:48]([OH:67])=[O:47])=[CH:58][CH:57]=1, predict the reactants needed to synthesize it. The reactants are: [N:1]1[CH:6]=[CH:5][C:4]([C:7]([OH:9])=O)=[CH:3][N:2]=1.C1C=CC2N(O)N=NC=2C=1.CN(C(ON1N=NC2C=CC=CC1=2)=[N+](C)C)C.F[P-](F)(F)(F)(F)F.Cl.C([O:47][C:48](=[O:67])[C@H:49]([CH3:66])[CH2:50][C@H:51]([NH2:65])[CH2:52][C:53]1[CH:58]=[CH:57][C:56]([C:59]2[CH:64]=[CH:63][CH:62]=[CH:61][CH:60]=2)=[CH:55][CH:54]=1)C.CCN(C(C)C)C(C)C.